Task: Predict the reactants needed to synthesize the given product.. Dataset: Full USPTO retrosynthesis dataset with 1.9M reactions from patents (1976-2016) (1) Given the product [S:21]=[C:22]1[CH:27]=[CH:26][CH:25]=[CH:24][N:23]1[CH2:2][CH2:3][C:4]1[CH:9]=[CH:8][C:7]([O:10][C:11](=[O:20])[N:12]([CH3:19])[C:13]2[CH:18]=[CH:17][CH:16]=[CH:15][CH:14]=2)=[CH:6][CH:5]=1, predict the reactants needed to synthesize it. The reactants are: O[CH2:2][CH2:3][C:4]1[CH:9]=[CH:8][C:7]([O:10][C:11](=[O:20])[N:12]([CH3:19])[C:13]2[CH:18]=[CH:17][CH:16]=[CH:15][CH:14]=2)=[CH:6][CH:5]=1.[SH:21][C:22]1[CH:27]=[CH:26][CH:25]=[CH:24][N:23]=1. (2) Given the product [Cl:1][C:2]1[CH:7]=[CH:6][C:5]([CH2:8][CH2:9][C:10]#[N:11])=[C:4]([O:12][CH3:13])[CH:3]=1, predict the reactants needed to synthesize it. The reactants are: [Cl:1][C:2]1[CH:7]=[CH:6][C:5](/[CH:8]=[CH:9]/[C:10]#[N:11])=[C:4]([O:12][CH3:13])[CH:3]=1.[H][H]. (3) Given the product [NH2:12][CH2:10][CH:7]1[CH2:8][CH2:9][N:4]([CH2:1][CH2:2][CH3:3])[CH2:5][CH2:6]1, predict the reactants needed to synthesize it. The reactants are: [CH2:1]([N:4]1[CH2:9][CH2:8][CH:7]([C:10]([NH2:12])=O)[CH2:6][CH2:5]1)[CH2:2][CH3:3].[H-].[H-].[H-].[H-].[Li+].[Al+3].[OH-].[Na+].[O-]S([O-])(=O)=O.[Na+].[Na+]. (4) Given the product [Cl:1][C:2]1[N:7]=[C:6]([NH:29][NH2:30])[N:5]=[C:4]([NH:12][C@H:13]([C:15]([F:18])([F:17])[F:16])[CH3:14])[C:3]=1[C:19]1[C:24]([F:25])=[CH:23][C:22]([F:26])=[CH:21][C:20]=1[F:27], predict the reactants needed to synthesize it. The reactants are: [Cl:1][C:2]1[N:7]=[C:6](S(C)(=O)=O)[N:5]=[C:4]([NH:12][C@H:13]([C:15]([F:18])([F:17])[F:16])[CH3:14])[C:3]=1[C:19]1[C:24]([F:25])=[CH:23][C:22]([F:26])=[CH:21][C:20]=1[F:27].O.[NH2:29][NH2:30]. (5) Given the product [C:26]([C:16]1[CH:17]=[C:18]([C:22]([CH3:23])([CH3:24])[CH3:25])[C:19]([OH:21])=[CH:20][C:15]=1[NH:14][C:12]([C:5]1[C:4](=[O:30])[C:3]2[C:8](=[CH:9][CH:10]=[CH:11][C:2]=2[NH:1][CH3:31])[NH:7][CH:6]=1)=[O:13])([CH3:29])([CH3:28])[CH3:27], predict the reactants needed to synthesize it. The reactants are: [NH2:1][C:2]1[CH:11]=[CH:10][CH:9]=[C:8]2[C:3]=1[C:4](=[O:30])[C:5]([C:12]([NH:14][C:15]1[CH:20]=[C:19]([OH:21])[C:18]([C:22]([CH3:25])([CH3:24])[CH3:23])=[CH:17][C:16]=1[C:26]([CH3:29])([CH3:28])[CH3:27])=[O:13])=[CH:6][NH:7]2.[CH2:31]=O. (6) Given the product [CH3:20][O:19][C:21]1[CH:26]=[C:25]([C:2]2[CH:3]=[C:4]3[C:9](=[CH:10][CH:11]=2)[N:8]=[C:7]([C:12]2[CH:13]=[N:14][CH:15]=[CH:16][CH:17]=2)[N:6]=[C:5]3[OH:18])[CH:24]=[CH:23][CH:22]=1, predict the reactants needed to synthesize it. The reactants are: Br[C:2]1[CH:3]=[C:4]2[C:9](=[CH:10][CH:11]=1)[N:8]=[C:7]([C:12]1[CH:13]=[N:14][CH:15]=[CH:16][CH:17]=1)[N:6]=[C:5]2[OH:18].[O:19]([C:21]1[CH:22]=[C:23](B(O)O)[CH:24]=[CH:25][CH:26]=1)[CH3:20].COC1N=CC(C2C=C3C(=CC=2)N=C(C2C=NC=CC=2)N=C3NC)=CC=1.